Dataset: Full USPTO retrosynthesis dataset with 1.9M reactions from patents (1976-2016). Task: Predict the reactants needed to synthesize the given product. (1) Given the product [CH2:13]([O:12][C:11]1[CH:10]=[CH:9][C:5]([C:6]2[O:8][N:39]=[C:38]([C:40]3[CH:48]=[CH:47][CH:46]=[C:45]4[C:41]=3[CH2:42][CH2:43][CH:44]4[OH:49])[N:37]=2)=[CH:4][C:3]=1[C:1]#[N:2])[CH3:14], predict the reactants needed to synthesize it. The reactants are: [C:1]([C:3]1[CH:4]=[C:5]([CH:9]=[CH:10][C:11]=1[O:12][CH2:13][CH3:14])[C:6]([OH:8])=O)#[N:2].C1C=CC2N(O)N=NC=2C=1.CCN=C=NCCCN(C)C.O[N:37]=[C:38]([C:40]1[C:41]2[CH2:42][CH2:43][CH:44]([OH:49])[C:45]=2[CH:46]=[CH:47][CH:48]=1)[NH2:39].[Na+].[Cl-]. (2) Given the product [C:7]1([CH2:6][O:5][CH2:4][CH:2]([O:3][S:25]([C:22]2[CH:23]=[CH:24][C:19]([CH3:29])=[CH:20][CH:21]=2)(=[O:27])=[O:26])[CH3:1])[CH:12]=[CH:11][CH:10]=[CH:9][CH:8]=1, predict the reactants needed to synthesize it. The reactants are: [CH3:1][CH:2]([CH2:4][O:5][CH2:6][C:7]1[CH:12]=[CH:11][CH:10]=[CH:9][CH:8]=1)[OH:3].N1C=CC=CC=1.[C:19]1([CH3:29])[CH:24]=[CH:23][C:22]([S:25](Cl)(=[O:27])=[O:26])=[CH:21][CH:20]=1. (3) The reactants are: [F:1][C:2]1[CH:7]=[CH:6][C:5]([N+:8]([O-])=O)=[C:4]([F:11])[C:3]=1[I:12].Cl.[Cl-].[OH-].[Na+]. Given the product [F:11][C:4]1[C:3]([I:12])=[C:2]([F:1])[CH:7]=[CH:6][C:5]=1[NH2:8], predict the reactants needed to synthesize it. (4) Given the product [N:22]1[CH:21]=[N:20][N:18]2[CH:19]=[C:14]([C:13]3[N:9]([C:4]4[CH:5]=[CH:6][C:7]([F:8])=[C:2]([Cl:1])[CH:3]=4)[C:10](=[O:24])[N:11]([CH2:37][C:38]4[CH:46]=[CH:45][C:41]5=[N:42][S:43][N:44]=[C:40]5[CH:39]=4)[C:12]=3[CH3:23])[CH:15]=[CH:16][C:17]=12, predict the reactants needed to synthesize it. The reactants are: [Cl:1][C:2]1[CH:3]=[C:4]([N:9]2[C:13]([C:14]3[CH:15]=[CH:16][C:17]4[N:18]([N:20]=[CH:21][N:22]=4)[CH:19]=3)=[C:12]([CH3:23])[NH:11][C:10]2=[O:24])[CH:5]=[CH:6][C:7]=1[F:8].CN(C)C=O.CC(C)([O-])C.[K+].Br[CH2:37][C:38]1[CH:46]=[CH:45][C:41]2=[N:42][S:43][N:44]=[C:40]2[CH:39]=1. (5) Given the product [CH3:1][O:2][C:3]1[CH:12]=[CH:11][C:10]([N:13]2[CH2:14][CH2:15][N:16]([CH:42]3[CH2:41][CH2:40][N:39]([C:37]4[CH:36]=[CH:35][CH:34]=[C:33]5[C:38]=4[N:29]=[CH:30][CH:31]=[CH:32]5)[CH2:44][CH2:43]3)[CH2:17][CH2:18]2)=[C:9]2[C:4]=1[CH:5]=[CH:6][CH:7]=[N:8]2, predict the reactants needed to synthesize it. The reactants are: [CH3:1][O:2][C:3]1[CH:12]=[CH:11][C:10]([N:13]2[CH2:18][CH2:17][NH:16][CH2:15][CH2:14]2)=[C:9]2[C:4]=1[CH:5]=[CH:6][CH:7]=[N:8]2.ClC1C=CC(OC)=CC=1N.[N:29]1[C:38]2[C:33](=[CH:34][CH:35]=[CH:36][C:37]=2[N:39]2[CH2:44][CH2:43][C:42](=O)[CH2:41][CH2:40]2)[CH:32]=[CH:31][CH:30]=1.C(O[BH-](OC(=O)C)OC(=O)C)(=O)C.[Na+]. (6) Given the product [C:12]([C:13]1[CH:14]=[C:15]([NH2:16])[N:8]([C:3]2[CH:4]=[CH:5][CH:6]=[CH:7][C:2]=2[CH3:10])[N:9]=1)([CH3:19])([CH3:18])[CH3:11], predict the reactants needed to synthesize it. The reactants are: Cl.[C:2]1([CH3:10])[CH:7]=[CH:6][CH:5]=[CH:4][C:3]=1[NH:8][NH2:9].[CH3:11][C:12]([CH3:19])([CH3:18])[C:13](=O)[CH2:14][C:15]#[N:16].CCN(CC)CC. (7) Given the product [Cl:1][C:2]1[CH:3]=[C:4]([CH:5]=[C:6]([Cl:8])[CH:7]=1)[O:9][C:11]1[CH:18]=[CH:17][C:14]([CH:15]=[O:16])=[CH:13][CH:12]=1, predict the reactants needed to synthesize it. The reactants are: [Cl:1][C:2]1[CH:3]=[C:4]([OH:9])[CH:5]=[C:6]([Cl:8])[CH:7]=1.F[C:11]1[CH:18]=[CH:17][C:14]([CH:15]=[O:16])=[CH:13][CH:12]=1. (8) Given the product [CH:19]1([NH:18][C:16]([C:11]2[N:10]=[N:9][N:8]([C:5]3[CH:6]=[CH:7][C:2]([NH:1][C:22](=[O:28])[CH2:23][CH2:24][C:25]([OH:27])=[O:26])=[CH:3][CH:4]=3)[C:12]=2[CH2:13][CH2:14][CH3:15])=[O:17])[CH2:20][CH2:21]1, predict the reactants needed to synthesize it. The reactants are: [NH2:1][C:2]1[CH:7]=[CH:6][C:5]([N:8]2[C:12]([CH2:13][CH2:14][CH3:15])=[C:11]([C:16]([NH:18][CH:19]3[CH2:21][CH2:20]3)=[O:17])[N:10]=[N:9]2)=[CH:4][CH:3]=1.[C:22]1(=[O:28])[O:27][C:25](=[O:26])[CH2:24][CH2:23]1.C(OCC)C. (9) Given the product [CH3:46][O:45][CH2:44][CH2:43][N:40]1[CH2:41][CH2:42][C@H:38]([NH:37][C:34]2[CH:33]=[CH:32][C:31]([NH:30][C:15]3[N:16]=[C:17]([O:18][C:19]4[CH:20]=[C:21]([NH:25][C:26](=[O:29])[CH:27]=[CH2:28])[CH:22]=[CH:23][CH:24]=4)[C:12]4[CH:11]=[CH:10][NH:9][C:13]=4[N:14]=3)=[CH:36][CH:35]=2)[CH2:39]1, predict the reactants needed to synthesize it. The reactants are: C(OC[N:9]1[C:13]2[N:14]=[C:15]([NH:30][C:31]3[CH:36]=[CH:35][C:34]([NH:37][C@H:38]4[CH2:42][CH2:41][N:40]([CH2:43][CH2:44][O:45][CH3:46])[CH2:39]4)=[CH:33][CH:32]=3)[N:16]=[C:17]([O:18][C:19]3[CH:24]=[CH:23][CH:22]=[C:21]([NH:25][C:26](=[O:29])[CH:27]=[CH2:28])[CH:20]=3)[C:12]=2[CH:11]=[CH:10]1)(=O)C(C)(C)C.CO.[OH-].[Na+].